This data is from Full USPTO retrosynthesis dataset with 1.9M reactions from patents (1976-2016). The task is: Predict the reactants needed to synthesize the given product. Given the product [NH:10]1[C:14]2=[N:15][CH:16]=[CH:17][CH:18]=[C:13]2[CH:12]=[C:11]1[C:19]1[N:20]([CH2:24][C:25]([OH:27])=[O:26])[CH:21]=[CH:22][CH:23]=1, predict the reactants needed to synthesize it. The reactants are: C1(C)C=CC(S([N:10]2[C:14]3=[N:15][CH:16]=[CH:17][CH:18]=[C:13]3[CH:12]=[C:11]2[C:19]2[N:20]([CH2:24][C:25]([O:27]C(C)(C)C)=[O:26])[CH:21]=[CH:22][CH:23]=2)(=O)=O)=CC=1.ClCCl.Cl.